Dataset: Full USPTO retrosynthesis dataset with 1.9M reactions from patents (1976-2016). Task: Predict the reactants needed to synthesize the given product. Given the product [CH2:1]([C:3]1[CH:4]=[CH:5][CH:6]=[C:7]2[C:11]=1[NH:10][CH:9]=[C:8]2[CH:12]([C:23]1[CH:28]=[CH:27][C:26]([C:29]([F:31])([F:30])[F:32])=[CH:25][CH:24]=1)[CH2:13][C:14]([O:15][CH2:16][CH3:20])=[O:22])[CH3:2], predict the reactants needed to synthesize it. The reactants are: [CH2:1]([C:3]1[CH:4]=[CH:5][CH:6]=[C:7]2[C:11]=1[NH:10][CH:9]=[C:8]2[CH:12]([C:23]1[CH:28]=[CH:27][C:26]([C:29]([F:32])([F:31])[F:30])=[CH:25][CH:24]=1)[CH:13]1C(=O)O[C:16](C)([CH3:20])[O:15][C:14]1=[O:22])[CH3:2].